This data is from Full USPTO retrosynthesis dataset with 1.9M reactions from patents (1976-2016). The task is: Predict the reactants needed to synthesize the given product. (1) Given the product [N+:1]([C:4]1[CH:8]=[CH:7][N:6]([CH2:15][C@H:16]([OH:17])[CH2:18][OH:19])[N:5]=1)([O-:3])=[O:2], predict the reactants needed to synthesize it. The reactants are: [N+:1]([C:4]1[CH:8]=[CH:7][NH:6][N:5]=1)([O-:3])=[O:2].C(=O)([O-])[O-].[K+].[K+].[CH2:15]1[O:17][C@@H:16]1[CH2:18][OH:19]. (2) The reactants are: [C:1]([Cl:5])(Cl)(Cl)[Cl:2].C1(P(C2C=CC=CC=2)C2C=CC=CC=2)C=CC=CC=1.[Cl:25][C:26]1[C:31]([O:32][C:33]2[CH:38]=[CH:37][CH:36]=[C:35]([O:39][CH3:40])[CH:34]=2)=[CH:30][C:29]([C:41](=O)[C:42]([O:44][CH2:45][CH3:46])=[O:43])=[C:28]([F:48])[CH:27]=1. Given the product [Cl:2][C:1]([Cl:5])=[C:41]([C:29]1[CH:30]=[C:31]([O:32][C:33]2[CH:38]=[CH:37][CH:36]=[C:35]([O:39][CH3:40])[CH:34]=2)[C:26]([Cl:25])=[CH:27][C:28]=1[F:48])[C:42]([O:44][CH2:45][CH3:46])=[O:43], predict the reactants needed to synthesize it. (3) Given the product [C:1]1([CH2:7][CH2:8][C:9]([N:19]2[CH2:24][CH2:23][CH:22]([CH2:25][N:26]3[C:34]4[C:29](=[CH:30][C:31]([C:35]5[CH:36]=[N:37][N:38]([CH:40]6[CH2:45][CH2:44][CH2:43][CH2:42][O:41]6)[CH:39]=5)=[CH:32][CH:33]=4)[CH:28]=[N:27]3)[CH2:21][CH2:20]2)=[O:10])[CH:6]=[CH:5][CH:4]=[CH:3][CH:2]=1, predict the reactants needed to synthesize it. The reactants are: [C:1]1([CH2:7][CH2:8][C:9](Cl)=[O:10])[CH:6]=[CH:5][CH:4]=[CH:3][CH:2]=1.C(N(CC)CC)C.[NH:19]1[CH2:24][CH2:23][CH:22]([CH2:25][N:26]2[C:34]3[C:29](=[CH:30][C:31]([C:35]4[CH:36]=[N:37][N:38]([CH:40]5[CH2:45][CH2:44][CH2:43][CH2:42][O:41]5)[CH:39]=4)=[CH:32][CH:33]=3)[CH:28]=[N:27]2)[CH2:21][CH2:20]1.C(OCC)(=O)C. (4) Given the product [CH2:1]([N:5]1[CH2:10][CH:9]=[C:8]([N:12]2[CH2:16][CH2:15][CH2:14][CH2:13]2)[CH2:7][CH2:6]1)[CH2:2][CH2:3][CH3:4], predict the reactants needed to synthesize it. The reactants are: [CH2:1]([N:5]1[CH2:10][CH2:9][C:8](=O)[CH2:7][CH2:6]1)[CH2:2][CH2:3][CH3:4].[NH:12]1[CH2:16][CH2:15][CH2:14][CH2:13]1.O. (5) Given the product [Br:12][CH2:11][C:5]1[CH:4]=[CH:3][C:2]([F:1])=[CH:10][C:6]=1[C:7]([OH:9])=[O:8], predict the reactants needed to synthesize it. The reactants are: [F:1][C:2]1[CH:3]=[CH:4][C:5]([CH3:11])=[C:6]([CH:10]=1)[C:7]([OH:9])=[O:8].[Br:12]N1C(=O)CCC1=O. (6) Given the product [NH2:1][C:2]1[C:3]2[S:10][CH:9]=[C:8]([C:11]([NH:13][C:14]3[CH:19]=[C:18]([NH2:20])[CH:17]=[CH:16][C:15]=3[CH3:23])=[O:12])[C:4]=2[N:5]=[CH:6][N:7]=1, predict the reactants needed to synthesize it. The reactants are: [NH2:1][C:2]1[C:3]2[S:10][CH:9]=[C:8]([C:11]([NH:13][C:14]3[CH:19]=[C:18]([N+:20]([O-])=O)[CH:17]=[CH:16][C:15]=3[CH3:23])=[O:12])[C:4]=2[N:5]=[CH:6][N:7]=1. (7) Given the product [C:1]([O:5][C:6](=[O:31])[C@@H:7]([NH:14][CH2:15][CH:16]1[CH2:17][CH2:18][CH:19]([CH2:22][NH:23][CH2:52][C:49]2[CH:50]=[CH:51][C:45]3[CH:44]=[C:43]([C:41](=[O:42])[NH:40][O:39][CH:37]([O:36][CH2:32][CH:33]([CH3:34])[CH3:35])[CH3:38])[S:47][C:46]=3[CH:48]=2)[CH2:20][CH2:21]1)[C:8]1[CH:13]=[CH:12][CH:11]=[CH:10][CH:9]=1)([CH3:4])([CH3:2])[CH3:3], predict the reactants needed to synthesize it. The reactants are: [C:1]([O:5][C:6](=[O:31])[C@@H:7]([NH:14][CH2:15][CH:16]1[CH2:21][CH2:20][CH:19]([CH2:22][NH:23]C(OC(C)(C)C)=O)[CH2:18][CH2:17]1)[C:8]1[CH:13]=[CH:12][CH:11]=[CH:10][CH:9]=1)([CH3:4])([CH3:3])[CH3:2].[CH2:32]([O:36][CH:37]([O:39][NH:40][C:41]([C:43]1[S:47][C:46]2[CH:48]=[C:49]([CH:52]=O)[CH:50]=[CH:51][C:45]=2[CH:44]=1)=[O:42])[CH3:38])[CH:33]([CH3:35])[CH3:34].C(O)(=O)C.C(O[BH-](OC(=O)C)OC(=O)C)(=O)C.[Na+].C([O-])(O)=O.[Na+].